Dataset: Retrosynthesis with 50K atom-mapped reactions and 10 reaction types from USPTO. Task: Predict the reactants needed to synthesize the given product. (1) Given the product COc1c(-c2ccoc2)ccc(CS(=O)(=O)c2ccccc2/C=C\CN2CCCCC2)c1C(=O)O, predict the reactants needed to synthesize it. The reactants are: COC(=O)c1c(CS(=O)(=O)c2ccccc2/C=C\CN2CCCCC2)ccc(-c2ccoc2)c1OC. (2) Given the product N#Cc1ccc(N2CCOCC2)c(Cl)c1, predict the reactants needed to synthesize it. The reactants are: C1COCCN1.N#Cc1ccc(F)c(Cl)c1. (3) Given the product Cc1cc(C[C@@H](OC(=O)N2CCC(N3CCc4ccccc4NC3=O)CC2)C(=O)N2CCC(C3CCN(CC(=O)OCCN4CCCC4=O)CC3)CC2)cc(C)c1O, predict the reactants needed to synthesize it. The reactants are: Cc1cc(C[C@@H](OC(=O)N2CCC(N3CCc4ccccc4NC3=O)CC2)C(=O)N2CCC(C3CCN(CC(=O)O)CC3)CC2)cc(C)c1O.O=C1CCCN1CCO. (4) Given the product Cc1cc(C2CC2)nc(NC(=O)NS(=O)(=O)c2cccc3c2OC(C)(C)C3)n1, predict the reactants needed to synthesize it. The reactants are: CC1(C)Cc2cccc(S(=O)(=O)N=C=O)c2O1.Cc1cc(C2CC2)nc(N)n1. (5) Given the product O=[N+]([O-])c1ccccc1OCCCl, predict the reactants needed to synthesize it. The reactants are: ClCCBr.O=[N+]([O-])c1ccccc1O. (6) Given the product CC(C)(C)OC(=O)N1CCC2(CC1)C[C@H](c1cccc(-c3ccc(C(F)(F)F)cn3)c1)CO2, predict the reactants needed to synthesize it. The reactants are: CC(C)(C)OC(=O)N1CCC2(CC1)C[C@H](c1cccc(B3OC(C)(C)C(C)(C)O3)c1)CO2.FC(F)(F)c1ccc(Br)nc1. (7) Given the product CCC/C=C\c1ccccc1/C=C/C(=O)O, predict the reactants needed to synthesize it. The reactants are: CCC/C=C\c1ccccc1/C=C/C(=O)OCC.